From a dataset of CYP2C9 inhibition data for predicting drug metabolism from PubChem BioAssay. Regression/Classification. Given a drug SMILES string, predict its absorption, distribution, metabolism, or excretion properties. Task type varies by dataset: regression for continuous measurements (e.g., permeability, clearance, half-life) or binary classification for categorical outcomes (e.g., BBB penetration, CYP inhibition). Dataset: cyp2c9_veith. (1) The molecule is CC(C)NC(=O)N1CCCC2(CCN(C(=O)c3cc(C(F)(F)F)cc(C(F)(F)F)c3)CC2)C1. The result is 0 (non-inhibitor). (2) The drug is COc1ccc(NC(C)=O)cc1NC(=O)CN1CCN(C2c3ccccc3-c3ccccc32)CC1. The result is 1 (inhibitor). (3) The molecule is O=c1c(CCc2ccccc2)nc2cnc(N3CCNCC3)nc2n1Cc1ccc(F)cc1. The result is 1 (inhibitor). (4) The compound is C[C@@H]1OC=C2[C@@H](O)[C@H]3O[C@H]3C(=O)[C@]23[C@H]2O[C@H](C)[C@H](C4=C2[C@@H](O)[C@H]2O[C@@H]2C4=O)[C@@H]13. The result is 0 (non-inhibitor).